Dataset: Forward reaction prediction with 1.9M reactions from USPTO patents (1976-2016). Task: Predict the product of the given reaction. (1) Given the reactants [CH:1]1[CH:2]=[CH:3][C:4]2[NH:11][C:9](=[O:10])[CH:8]=[C:7]([CH2:12][CH:13]([NH:17][C:18]([C:20]3[CH:21]=[CH:22][C:23]([Cl:26])=[CH:24][CH:25]=3)=[O:19])[C:14]([OH:16])=[O:15])[C:5]=2[CH:6]=1.S(C1C=CC(C)=CC=1)(O[CH2:31][C:32]#[CH:33])(=O)=O, predict the reaction product. The product is: [Cl:26][C:23]1[CH:24]=[CH:25][C:20]([C:18]([NH:17][CH:13]([CH2:12][C:7]2[C:5]3[C:4](=[CH:3][CH:2]=[CH:1][CH:6]=3)[NH:11][C:9](=[O:10])[CH:8]=2)[C:14]([O:16][C:31]#[C:32][CH3:33])=[O:15])=[O:19])=[CH:21][CH:22]=1. (2) Given the reactants [C:1]([O:5][C:6]([N:8]([CH2:21][C@@H:22]1[C@@H:26]([C:27]2[CH:32]=[CH:31][CH:30]=[CH:29][CH:28]=2)[CH2:25][N:24]([C:33](=[O:42])[CH2:34][CH2:35][CH2:36][CH2:37][C:38]([O:40]C)=[O:39])[CH2:23]1)[C@@H:9]([C:11]1[C:20]2[C:15](=[CH:16][CH:17]=[CH:18][CH:19]=2)[CH:14]=[CH:13][CH:12]=1)[CH3:10])=[O:7])([CH3:4])([CH3:3])[CH3:2].[OH-].[Na+], predict the reaction product. The product is: [C:1]([O:5][C:6]([N:8]([CH2:21][C@@H:22]1[C@@H:26]([C:27]2[CH:28]=[CH:29][CH:30]=[CH:31][CH:32]=2)[CH2:25][N:24]([C:33](=[O:42])[CH2:34][CH2:35][CH2:36][CH2:37][C:38]([OH:40])=[O:39])[CH2:23]1)[C@@H:9]([C:11]1[C:20]2[C:15](=[CH:16][CH:17]=[CH:18][CH:19]=2)[CH:14]=[CH:13][CH:12]=1)[CH3:10])=[O:7])([CH3:2])([CH3:3])[CH3:4]. (3) Given the reactants [CH3:1][CH:2]([CH3:18])[C:3]([NH:5][C:6]1[CH:11]=[CH:10][CH:9]=[C:8]([CH:12]2[CH2:17][CH2:16][NH:15][CH2:14][CH2:13]2)[CH:7]=1)=[O:4].Br[CH2:20][CH2:21][CH2:22][N:23]1[C:27](=[O:28])[C:26]2=[CH:29][CH:30]=[CH:31][CH:32]=[C:25]2[C:24]1=[O:33].C([O-])([O-])=O.[K+].[K+].[Na+].[I-], predict the reaction product. The product is: [O:33]=[C:24]1[C:25]2[C:26](=[CH:29][CH:30]=[CH:31][CH:32]=2)[C:27](=[O:28])[N:23]1[CH2:22][CH2:21][CH2:20][N:15]1[CH2:16][CH2:17][CH:12]([C:8]2[CH:7]=[C:6]([NH:5][C:3](=[O:4])[CH:2]([CH3:18])[CH3:1])[CH:11]=[CH:10][CH:9]=2)[CH2:13][CH2:14]1. (4) Given the reactants [Cl:1][C:2]1[CH:3]=[C:4]([C:8]2[N:13]3[N:14]=[C:15]([NH2:17])[N:16]=[C:12]3[CH:11]=[CH:10][CH:9]=2)[CH:5]=[CH:6][CH:7]=1.I[C:19]1[CH:28]=[CH:27][C:22]([C:23]([O:25][CH3:26])=[O:24])=[CH:21][CH:20]=1.C(=O)([O-])[O-].[Cs+].[Cs+].CC1(C)C2C(=C(P(C3C=CC=CC=3)C3C=CC=CC=3)C=CC=2)OC2C(P(C3C=CC=CC=3)C3C=CC=CC=3)=CC=CC1=2, predict the reaction product. The product is: [Cl:1][C:2]1[CH:3]=[C:4]([C:8]2[N:13]3[N:14]=[C:15]([NH:17][C:19]4[CH:28]=[CH:27][C:22]([C:23]([O:25][CH3:26])=[O:24])=[CH:21][CH:20]=4)[N:16]=[C:12]3[CH:11]=[CH:10][CH:9]=2)[CH:5]=[CH:6][CH:7]=1. (5) Given the reactants [C:1]([O:5][C:6](=[O:36])[N:7]([CH2:16][C:17]1[CH:18]=[N:19][C:20]([CH3:35])=[C:21]([O:25][CH2:26][C:27]2[CH:32]=[CH:31][CH:30]=[C:29]([C:33]#[N:34])[CH:28]=2)[C:22]=1[CH2:23]O)[C:8]1[CH:13]=[CH:12][C:11]([C:14]#[N:15])=[CH:10][CH:9]=1)([CH3:4])([CH3:3])[CH3:2].COCCN(S(F)(F)[F:47])CCOC.C(=O)(O)[O-].[Na+], predict the reaction product. The product is: [C:1]([O:5][C:6](=[O:36])[N:7]([CH2:16][C:17]1[CH:18]=[N:19][C:20]([CH3:35])=[C:21]([O:25][CH2:26][C:27]2[CH:32]=[CH:31][CH:30]=[C:29]([C:33]#[N:34])[CH:28]=2)[C:22]=1[CH2:23][F:47])[C:8]1[CH:13]=[CH:12][C:11]([C:14]#[N:15])=[CH:10][CH:9]=1)([CH3:4])([CH3:3])[CH3:2]. (6) Given the reactants [BH4-].[Na+].[CH3:3][O:4][C:5](=[O:24])[C:6]1[CH:11]=[CH:10][C:9]([C:12](=[O:22])/[CH:13]=[CH:14]/[C:15]2[CH:20]=[CH:19][CH:18]=[C:17]([OH:21])[CH:16]=2)=[CH:8][C:7]=1[Cl:23].CC(C)=O, predict the reaction product. The product is: [CH3:3][O:4][C:5](=[O:24])[C:6]1[CH:11]=[CH:10][C:9]([CH:12]([OH:22])/[CH:13]=[CH:14]/[C:15]2[CH:20]=[CH:19][CH:18]=[C:17]([OH:21])[CH:16]=2)=[CH:8][C:7]=1[Cl:23]. (7) Given the reactants [CH3:1][N:2]([CH3:44])[CH2:3][C:4]([NH:6][CH2:7][C@H:8]1[CH2:13][CH2:12][C@H:11]([CH2:14][C:15]([NH:17][C@H:18]([B:31]2[O:39]C3C(C)(C4CC(C3)C4(C)C)[O:32]2)[CH2:19][C:20]2[C:21](OC)=[C:22]([CH:26]=[CH:27][CH:28]=2)[C:23]([OH:25])=[O:24])=[O:16])[CH2:10][CH2:9]1)=[O:5].B(Cl)(Cl)Cl, predict the reaction product. The product is: [CH3:1][N:2]([CH3:44])[CH2:3][C:4]([NH:6][CH2:7][C@H:8]1[CH2:13][CH2:12][C@H:11]([CH2:14][C:15]([NH:17][C@H:18]2[CH2:19][C:20]3[CH:28]=[CH:27][CH:26]=[C:22]([C:23]([OH:25])=[O:24])[C:21]=3[O:32][B:31]2[OH:39])=[O:16])[CH2:10][CH2:9]1)=[O:5]. (8) Given the reactants C([Li])(C)(C)C.Br[C:7]1[C:12]([F:13])=[CH:11][CH:10]=[C:9]([CH3:14])[N:8]=1.Br[C:16]1[CH:21]=[C:20]([N:22]2[C:30](=[O:31])[C:29]3[C:24](=[CH:25][CH:26]=[CH:27][CH:28]=3)[C:23]2=[O:32])[CH:19]=[CH:18][N:17]=1, predict the reaction product. The product is: [F:13][C:12]1[C:7]([C:18]2[CH:19]=[C:20]([N:22]3[C:23](=[O:32])[C:24]4[C:29](=[CH:28][CH:27]=[CH:26][CH:25]=4)[C:30]3=[O:31])[CH:21]=[CH:16][N:17]=2)=[N:8][C:9]([CH3:14])=[CH:10][CH:11]=1. (9) Given the reactants [C:1]([O:5][C:6]([NH:8][C@@H:9]1[C@@H:14]([C:15]2[CH:20]=[C:19]([F:21])[C:18]([F:22])=[CH:17][C:16]=2[F:23])[CH2:13][CH2:12][C@H:11]([N:24]2[CH2:31][C:30]3[C:29]([NH:32]C(=O)OCC4C=CC=CC=4)=[N:28][NH:27][C:26]=3[CH2:25]2)[CH2:10]1)=[O:7])([CH3:4])([CH3:3])[CH3:2], predict the reaction product. The product is: [NH2:32][C:29]1[C:30]2[CH2:31][N:24]([C@@H:11]3[CH2:10][C@H:9]([NH:8][C:6](=[O:7])[O:5][C:1]([CH3:4])([CH3:3])[CH3:2])[C@@H:14]([C:15]4[CH:20]=[C:19]([F:21])[C:18]([F:22])=[CH:17][C:16]=4[F:23])[CH2:13][CH2:12]3)[CH2:25][C:26]=2[NH:27][N:28]=1.